Dataset: Forward reaction prediction with 1.9M reactions from USPTO patents (1976-2016). Task: Predict the product of the given reaction. Given the reactants B([C:4]1[CH:15]=[C:14]([Cl:16])[CH:13]=[CH:12][C:5]=1[O:6][C@@H:7]([CH3:11])[C:8]([OH:10])=[O:9])(O)O.FC(F)(F)S(O[C:23]1[CH:28]=[CH:27][C:26]([S:29]([CH3:32])(=[O:31])=[O:30])=[CH:25][C:24]=1[F:33])(=O)=O, predict the reaction product. The product is: [Cl:16][C:14]1[CH:13]=[CH:12][C:5]([O:6][C@@H:7]([CH3:11])[C:8]([OH:10])=[O:9])=[C:4]([C:23]2[CH:28]=[CH:27][C:26]([S:29]([CH3:32])(=[O:31])=[O:30])=[CH:25][C:24]=2[F:33])[CH:15]=1.